From a dataset of Catalyst prediction with 721,799 reactions and 888 catalyst types from USPTO. Predict which catalyst facilitates the given reaction. (1) Product: [NH2:6][C:7]1[C:8]([CH3:11])=[CH:9][CH:10]=[C:2]([F:1])[C:3]=1[C:4]([OH:13])=[O:14]. Reactant: [F:1][C:2]1[CH:10]=[CH:9][C:8]([CH3:11])=[C:7]2[C:3]=1[C:4](=[O:13])C(=O)[NH:6]2.[OH:14]O. The catalyst class is: 74. (2) Reactant: [C:1]([C:4]1[CH:9]=[C:8](Br)[N:7]=[C:6]2[CH:11]=[C:12]([C:14]3[CH:19]=[CH:18][N:17]=[C:16]([NH:20][C:21](=[O:23])[CH3:22])[CH:15]=3)[NH:13][C:5]=12)(=[O:3])[CH3:2].[H][H]. Product: [OH:3][CH:1]([C:4]1[CH:9]=[CH:8][N:7]=[C:6]2[CH:11]=[C:12]([C:14]3[CH:19]=[CH:18][N:17]=[C:16]([NH:20][C:21](=[O:23])[CH3:22])[CH:15]=3)[NH:13][C:5]=12)[CH3:2]. The catalyst class is: 5. (3) Reactant: [NH2:1][C@H:2]1[CH2:7][CH2:6][N:5]([CH2:8][CH2:9][C:10]2[C:19]3[C:14](=[CH:15][CH:16]=[C:17]([O:20][CH3:21])[CH:18]=3)[N:13]=[CH:12][C:11]=2[Cl:22])[CH2:4][C@H:3]1[OH:23].F[C:25](F)(F)[C:26]([OH:28])=O.C(Cl)[Cl:32].C(O[BH-](O[C:44](=[O:46])[CH3:45])OC(=O)C)(=O)C.[Na+]. Product: [ClH:22].[ClH:32].[Cl:22][C:11]1[CH:12]=[N:13][C:14]2[C:19]([C:10]=1[CH2:9][CH2:8][N:5]1[CH2:6][CH2:7][C@H:2]([NH:1][CH2:7][C:2]3[N:1]=[CH:45][C:44]4[O:46][CH2:25][CH2:26][O:28][C:4]=4[CH:3]=3)[C@H:3]([OH:23])[CH2:4]1)=[CH:18][C:17]([O:20][CH3:21])=[CH:16][CH:15]=2. The catalyst class is: 3. (4) Reactant: C(N(C(C)C)CC)(C)C.[Cl:10][C:11]1[C:12]([O:21][C:22]2[CH:23]=[N:24][C:25]([O:29][C@@H:30]([CH3:35])[C:31]([F:34])([F:33])[F:32])=[C:26]([Cl:28])[CH:27]=2)=[CH:13][C:14]([F:20])=[C:15]([CH:19]=1)[C:16](O)=[O:17].F[P-](F)(F)(F)(F)F.N1(OC(N(C)C)=[N+](C)C)C2N=CC=CC=2N=N1.[CH3:60][S:61]([NH2:64])(=[O:63])=[O:62]. Product: [Cl:10][C:11]1[C:12]([O:21][C:22]2[CH:23]=[N:24][C:25]([O:29][C@@H:30]([CH3:35])[C:31]([F:34])([F:33])[F:32])=[C:26]([Cl:28])[CH:27]=2)=[CH:13][C:14]([F:20])=[C:15]([CH:19]=1)[C:16]([NH:64][S:61]([CH3:60])(=[O:63])=[O:62])=[O:17]. The catalyst class is: 4.